Dataset: Full USPTO retrosynthesis dataset with 1.9M reactions from patents (1976-2016). Task: Predict the reactants needed to synthesize the given product. Given the product [C:33]([O:32][C:30](=[O:31])[CH2:29][O:28][C:27]1[CH:26]=[C:25]([CH3:40])[C:24]([O:23][C:13]2[CH:12]=[C:11]3[C:16](=[CH:15][CH:14]=2)[N:8]([Si:1]([C:4]([CH3:7])([CH3:6])[CH3:5])([CH3:3])[CH3:2])[CH:9]=[C:10]3[CH:20]([CH3:22])[CH3:21])=[C:38]([CH3:39])[CH:37]=1)([CH3:36])([CH3:35])[CH3:34], predict the reactants needed to synthesize it. The reactants are: [Si:1]([N:8]1[C:16]2[C:11](=[CH:12][C:13](B(O)O)=[CH:14][CH:15]=2)[C:10]([CH:20]([CH3:22])[CH3:21])=[CH:9]1)([C:4]([CH3:7])([CH3:6])[CH3:5])([CH3:3])[CH3:2].[OH:23][C:24]1[C:38]([CH3:39])=[CH:37][C:27]([O:28][CH2:29][C:30]([O:32][C:33]([CH3:36])([CH3:35])[CH3:34])=[O:31])=[CH:26][C:25]=1[CH3:40].N1C=CC=CC=1.C(N(CC)CC)C.